This data is from Full USPTO retrosynthesis dataset with 1.9M reactions from patents (1976-2016). The task is: Predict the reactants needed to synthesize the given product. Given the product [C:1]([SiH2:5][O:6][C:7]([CH3:32])([CH3:33])[C@@H:8]([NH2:11])[CH2:9][CH3:10])([CH3:4])([CH3:3])[CH3:2], predict the reactants needed to synthesize it. The reactants are: [C:1]([SiH2:5][O:6][C:7]([CH3:33])([CH3:32])[C@@H:8]([NH:11]C1C=NC(C2C=CC(OC(F)(F)F)=CC=2OC)=C(C)C=1)[CH2:9][CH3:10])([CH3:4])([CH3:3])[CH3:2].C1C(=O)N(Br)C(=O)C1.